This data is from Catalyst prediction with 721,799 reactions and 888 catalyst types from USPTO. The task is: Predict which catalyst facilitates the given reaction. (1) Reactant: [N:1]1[CH:6]=[CH:5][CH:4]=[C:3]([CH2:7][NH:8][C:9]2[CH:10]=[C:11]3[C:16](=[CH:17][CH:18]=2)[N:15]=[C:14]([NH2:19])[CH:13]=[CH:12]3)[CH:2]=1.[F:20][C:21]1[CH:22]=[CH:23][C:24]([O:29][CH3:30])=[C:25]([CH:28]=1)[CH:26]=O.C(O)(=O)C.C(O[BH-](OC(=O)C)OC(=O)C)(=O)C.[Na+]. Product: [F:20][C:21]1[CH:22]=[CH:23][C:24]([O:29][CH3:30])=[C:25]([CH:28]=1)[CH2:26][NH:19][C:14]1[CH:13]=[CH:12][C:11]2[C:16](=[CH:17][CH:18]=[C:9]([NH:8][CH2:7][C:3]3[CH:2]=[N:1][CH:6]=[CH:5][CH:4]=3)[CH:10]=2)[N:15]=1. The catalyst class is: 4. (2) The catalyst class is: 7. Product: [C:1]([C:5]1[CH:10]=[CH:9][N:8]([CH2:11][C@H:12]2[CH2:16][CH2:15][CH2:14][O:13]2)/[C:7](=[N:17]/[C:24](=[O:25])[C:23]2[CH:27]=[C:19]([Cl:18])[CH:20]=[CH:21][C:22]=2[O:28][CH3:29])/[CH:6]=1)([CH3:4])([CH3:2])[CH3:3]. Reactant: [C:1]([C:5]1[CH:10]=[CH:9][N:8]([CH2:11][C@H:12]2[CH2:16][CH2:15][CH2:14][O:13]2)[C:7](=[NH:17])[CH:6]=1)([CH3:4])([CH3:3])[CH3:2].[Cl:18][C:19]1[CH:20]=[CH:21][C:22]([O:28][CH3:29])=[C:23]([CH:27]=1)[C:24](Cl)=[O:25]. (3) Reactant: [C:1]([O:5][C:6]([NH:8][C:9]1[CH:14]=[CH:13][CH:12]=[CH:11][C:10]=1[NH:15][C:16]([C:18]1[S:22][C:21]2[CH:23]=[CH:24][C:25]([O:27]C(=O)C3C=CC=CC=3)=[CH:26][C:20]=2[CH:19]=1)=[O:17])=[O:7])([CH3:4])([CH3:3])[CH3:2].C[O-].[Na+].C(O)(=O)CC(CC(O)=O)(C(O)=O)O. Product: [C:1]([O:5][C:6](=[O:7])[NH:8][C:9]1[CH:14]=[CH:13][CH:12]=[CH:11][C:10]=1[NH:15][C:16]([C:18]1[S:22][C:21]2[CH:23]=[CH:24][C:25]([OH:27])=[CH:26][C:20]=2[CH:19]=1)=[O:17])([CH3:4])([CH3:2])[CH3:3]. The catalyst class is: 5. (4) Reactant: [CH3:1][O:2][C:3]([C:5]1[C:13]2[C:8](=[N:9][CH:10]=[C:11]([F:14])[CH:12]=2)[N:7]([S:15]([C:18]2[CH:23]=[CH:22][CH:21]=[CH:20][CH:19]=2)(=[O:17])=[O:16])[C:6]=1[CH3:24])=[O:4].[Br:25]N1C(C)(C)C(=O)N(Br)C1=O. Product: [CH3:1][O:2][C:3]([C:5]1[C:13]2[C:8](=[N:9][CH:10]=[C:11]([F:14])[CH:12]=2)[N:7]([S:15]([C:18]2[CH:23]=[CH:22][CH:21]=[CH:20][CH:19]=2)(=[O:17])=[O:16])[C:6]=1[CH2:24][Br:25])=[O:4]. The catalyst class is: 26. (5) Reactant: [F:1][C:2]1[CH:10]=[C:9]([F:11])[CH:8]=[C:7]([F:12])[C:3]=1[C:4]([OH:6])=O.C(Cl)(=O)C(Cl)=O.[NH2:19][C:20]1[CH:21]=[CH:22][C:23]([F:37])=[C:24]([C@:26]2([CH:34]([F:36])[F:35])[C@@H:32]3[C@@H:30]([CH2:31]3)[O:29][C:28]([NH2:33])=[N:27]2)[CH:25]=1.C(N(C(C)C)CC)(C)C. Product: [NH2:33][C:28]1[O:29][C@H:30]2[C@@H:32]([C@:26]([C:24]3[CH:25]=[C:20]([NH:19][C:4](=[O:6])[C:3]4[C:7]([F:12])=[CH:8][C:9]([F:11])=[CH:10][C:2]=4[F:1])[CH:21]=[CH:22][C:23]=3[F:37])([CH:34]([F:35])[F:36])[N:27]=1)[CH2:31]2. The catalyst class is: 139. (6) Reactant: [Si]([O:8][CH2:9][C@@H:10]([NH:17][C:18](=[O:24])[O:19][C:20]([CH3:23])([CH3:22])[CH3:21])[CH2:11][CH:12]1[CH2:16][CH2:15][CH2:14][CH2:13]1)(C(C)(C)C)(C)C.[N+](CCCC)(CCCC)(CCCC)CCCC.[F-].C1COCC1. Product: [CH:12]1([CH2:11][C@H:10]([NH:17][C:18](=[O:24])[O:19][C:20]([CH3:22])([CH3:21])[CH3:23])[CH2:9][OH:8])[CH2:13][CH2:14][CH2:15][CH2:16]1. The catalyst class is: 6. (7) Reactant: Br[C:2]1[CH:3]=[C:4]([CH:9]=[C:10]([C:12]([F:15])([F:14])[F:13])[CH:11]=1)[C:5]([O:7][CH3:8])=[O:6].[CH3:16][N:17](C=O)C. Product: [C:16]([C:2]1[CH:3]=[C:4]([CH:9]=[C:10]([C:12]([F:15])([F:14])[F:13])[CH:11]=1)[C:5]([O:7][CH3:8])=[O:6])#[N:17]. The catalyst class is: 267.